Dataset: Reaction yield outcomes from USPTO patents with 853,638 reactions. Task: Predict the reaction yield, written as a fraction of the theoretical maximum amount of product (1.0 means a 100% yield; for example, 0.34 means a 34% yield). The reactants are Cl[C:2]1[N:7]=[C:6]([NH:8][C:9]2[CH:10]=[C:11]3[C:15](=[CH:16][CH:17]=2)[NH:14][N:13]=[CH:12]3)[CH:5]=[C:4]([Cl:18])[N:3]=1.[NH:19]1[CH2:23][CH2:22][CH2:21][CH2:20]1.CCN(C(C)C)C(C)C. The catalyst is C(O)CCC. The product is [Cl:18][C:4]1[N:3]=[C:2]([N:19]2[CH2:23][CH2:22][CH2:21][CH2:20]2)[N:7]=[C:6]([NH:8][C:9]2[CH:10]=[C:11]3[C:15](=[CH:16][CH:17]=2)[NH:14][N:13]=[CH:12]3)[CH:5]=1. The yield is 0.800.